This data is from Reaction yield outcomes from USPTO patents with 853,638 reactions. The task is: Predict the reaction yield, written as a fraction of the theoretical maximum amount of product (1.0 means a 100% yield; for example, 0.34 means a 34% yield). (1) The reactants are Cl[C:2]1[N:7]=[C:6]([CH3:8])[C:5]([N+:9]([O-:11])=[O:10])=[C:4]([CH3:12])[N:3]=1.Cl.[CH2:14]([O:16][C:17](=[O:20])[CH2:18][NH2:19])[CH3:15].C(N(CC)CC)C. The catalyst is C(O)C. The product is [CH3:12][C:4]1[C:5]([N+:9]([O-:11])=[O:10])=[C:6]([CH3:8])[N:7]=[C:2]([NH:19][CH2:18][C:17]([O:16][CH2:14][CH3:15])=[O:20])[N:3]=1. The yield is 0.860. (2) The reactants are Cl[C:2]1[CH:7]=[N:6][CH:5]=[C:4]([Cl:8])[N:3]=1.[OH:9][C:10]1[CH:11]=[C:12]2[C:16](=[CH:17][CH:18]=1)[C:15](=[O:19])[CH2:14][CH2:13]2. The catalyst is CCOC(C)=O. The product is [Cl:8][C:4]1[CH:5]=[N:6][CH:7]=[C:2]([O:9][C:10]2[CH:11]=[C:12]3[C:16](=[CH:17][CH:18]=2)[C:15](=[O:19])[CH2:14][CH2:13]3)[N:3]=1. The yield is 1.00. (3) The reactants are [C:1]1([C:7]#[C:8][C:9]2[CH:27]=[CH:26][C:12]([C:13]([NH:15][C@@H:16]([CH2:21][N+:22]([CH3:25])([CH3:24])[CH3:23])[CH2:17][C:18]([O-:20])=[O:19])=[O:14])=[CH:11][CH:10]=2)[CH:6]=[CH:5][CH:4]=[CH:3][CH:2]=1. The catalyst is [Pd].CO. The product is [CH2:8]([C:9]1[CH:27]=[CH:26][C:12]([C:13]([NH:15][C@@H:16]([CH2:21][N+:22]([CH3:23])([CH3:25])[CH3:24])[CH2:17][C:18]([O-:20])=[O:19])=[O:14])=[CH:11][CH:10]=1)[CH2:7][C:1]1[CH:2]=[CH:3][CH:4]=[CH:5][CH:6]=1. The yield is 0.220.